This data is from Reaction yield outcomes from USPTO patents with 853,638 reactions. The task is: Predict the reaction yield, written as a fraction of the theoretical maximum amount of product (1.0 means a 100% yield; for example, 0.34 means a 34% yield). The reactants are [CH2:1]([NH:3][C:4]([NH:6][CH2:7][CH2:8][CH2:9][N:10]1[CH2:14][CH2:13][CH2:12][CH2:11]1)=O)[CH3:2].C(N(CC)CC)C.C1(C)C=CC(S(Cl)(=O)=O)=CC=1. The catalyst is ClCCl. The product is [N:10]1([CH2:9][CH2:8][CH2:7][N:6]=[C:4]=[N:3][CH2:1][CH3:2])[CH2:14][CH2:13][CH2:12][CH2:11]1. The yield is 0.670.